This data is from Experimentally validated miRNA-target interactions with 360,000+ pairs, plus equal number of negative samples. The task is: Binary Classification. Given a miRNA mature sequence and a target amino acid sequence, predict their likelihood of interaction. (1) The miRNA is hsa-miR-3175 with sequence CGGGGAGAGAACGCAGUGACGU. The protein sequence of the target gene is MAAPAQQTTQPGGGKRKGKAQYVLAKRARRCDAGGPRQLEPGLQGILITCNMNERKCVEEAYSLLNEYGDDMYGPEKFTDKDQQPSGSEGEDDDAEAALKKEVGDIKASTEMRLRRFQSVESGANNVVFIRTLGIEPEKLVHHILQDMYKTKKKKTRVILRMLPISGTCKAFLEDMKKYAETFLEPWFKAPNKGTFQIVYKSRNNSHVNREEVIRELAGIVCTLNSENKVDLTNPQYTVVVEIIKAVCCLSVVKDYMLFRKYNLQEVVKSPKDPSQLNSKQGNGKEAKLESADKSDQNNT.... Result: 0 (no interaction). (2) The miRNA is hsa-miR-106b-5p with sequence UAAAGUGCUGACAGUGCAGAU. The protein sequence of the target gene is MENSTTTISREELEELQEAFNKIDIDNSGYVSDYELQDLFKEASLPLPGYKVREIVEKILSVADSNKDGKISFEEFVSLMQELKSKDISKTFRKIINKREGITAIGGTSTISSEGTQHSYSEEEKVAFVNWINKALENDPDCKHLIPMNPNDDSLFKSLADGILLCKMINLSEPDTIDERAINKKKLTPFTISENLNLALNSASAIGCTVVNIGASDLKEGKPHLVLGLLWQIIKVGLFADIEISRNEALIALLNEGEELEELMKLSPEELLLRWVNYHLTNAGWHTISNFSQDIKDSRA.... Result: 1 (interaction). (3) The miRNA is hsa-miR-4661-3p with sequence CAGGAUCCACAGAGCUAGUCCA. The protein sequence of the target gene is MSYYQRPFSPSAYSLPASLNSSIVMQHGTSLDSTDTYPQHAQSLDGTTSSSIPLYRSSEEEKRVTVIKAPHYPGIGPVDESGIPTAIRTTVDRPKDWYKTMFKQIHMVHKPDDDTDMYNTPYTYNAGLYNPPYSAQSHPAAKTQTYRPLSKSHSDNSPNAFKDASSPVPPPHVPPPVPPLRPRDRSSTEKHDWDPPDRKVDTRKFRSEPRSIFEYEPGKSSILQHERPASLYQSSIDRSLERPMSSASMASDFRKRRKSEPAVGPPRGLGDQSASRTSPGRVDLPGSSTTLTKSFTSSSP.... Result: 0 (no interaction). (4) The miRNA is hsa-miR-3190-5p with sequence UCUGGCCAGCUACGUCCCCA. The protein sequence of the target gene is MVSVPTTWCSVALALLVALHEGKGQAAATLEQPASSSHAQGTHLRLRRCSCSSWLDKECVYFCHLDIIWVNTPEQTAPYGLGNPPRRRRRSLPRRCQCSSARDPACATFCLRRPWTEAGAVPSRKSPADVFQTGKTGATTGELLQRLRDISTVKSLFAKRQQEAMREPRSTHSRWRKR. Result: 1 (interaction).